This data is from Full USPTO retrosynthesis dataset with 1.9M reactions from patents (1976-2016). The task is: Predict the reactants needed to synthesize the given product. (1) Given the product [CH:37]1([N:29]2[C:27]3[N:28]=[C:23]([NH:22][C:19]4[N:20]=[CH:21][C:16]([N:13]5[CH2:12][CH2:11][CH:10]([CH2:9][OH:8])[CH2:15][CH2:14]5)=[CH:17][CH:18]=4)[N:24]=[CH:25][C:26]=3[C:31]3[CH:32]=[CH:33][N:34]=[C:35]([F:36])[C:30]2=3)[CH2:38][CH2:39][CH2:40][CH2:41]1, predict the reactants needed to synthesize it. The reactants are: [Si]([O:8][CH2:9][CH:10]1[CH2:15][CH2:14][N:13]([C:16]2[CH:17]=[CH:18][C:19]([NH:22][C:23]3[N:24]=[CH:25][C:26]4[C:31]5[CH:32]=[CH:33][N:34]=[C:35]([F:36])[C:30]=5[N:29]([CH:37]5[CH2:41][CH2:40][CH2:39][CH2:38]5)[C:27]=4[N:28]=3)=[N:20][CH:21]=2)[CH2:12][CH2:11]1)(C(C)(C)C)(C)C.[F-].C([N+](CCCC)(CCCC)CCCC)CCC.C([O-])([O-])=O.[K+].[K+].Cl. (2) Given the product [N:1]1[CH:6]=[CH:5][CH:4]=[CH:3][C:2]=1[S:7][S:8][CH2:9][CH2:10][C:11]([O:13][CH2:39][C:40]1[CH:45]=[CH:44][CH:43]=[C:42](/[CH:46]=[CH:47]/[CH2:48][OH:49])[C:41]=1[N+:50]([O-:52])=[O:51])=[O:12], predict the reactants needed to synthesize it. The reactants are: [N:1]1[CH:6]=[CH:5][CH:4]=[CH:3][C:2]=1[S:7][S:8][CH2:9][CH2:10][C:11]([OH:13])=[O:12].C1OCCOCCOCCOCCOCCOC1.C([O-])([O-])=O.[K+].[K+].Br[CH2:39][C:40]1[C:41]([N+:50]([O-:52])=[O:51])=[C:42](/[CH:46]=[CH:47]/[CH2:48][OH:49])[CH:43]=[CH:44][CH:45]=1.[Na+].[I-]. (3) The reactants are: [CH3:1][O:2][CH:3]1[CH2:22][C:6]2[NH:7][C:8]([C:10]3[C:11]([CH3:21])=[CH:12][C:13]([CH3:20])=[C:14]([CH:19]=3)[C:15]([O:17]C)=[O:16])=[N:9][C:5]=2[CH2:4]1.[OH-].[Na+]. Given the product [CH3:1][O:2][CH:3]1[CH2:4][C:5]2[NH:9][C:8]([C:10]3[C:11]([CH3:21])=[CH:12][C:13]([CH3:20])=[C:14]([CH:19]=3)[C:15]([OH:17])=[O:16])=[N:7][C:6]=2[CH2:22]1, predict the reactants needed to synthesize it. (4) Given the product [C:1]([O:4][CH2:5][CH2:6][CH2:7][NH:8][C:9]1[C:14]([CH3:15])=[C:13]([CH3:16])[N:12]2[N:17]=[N:18][N:19]=[C:11]2[C:10]=1[NH2:20])(=[O:3])[CH3:2], predict the reactants needed to synthesize it. The reactants are: [C:1]([O:4][CH2:5][CH2:6][CH2:7][NH:8][C:9]1[C:14]([CH3:15])=[C:13]([CH3:16])[N:12]2[N:17]=[N:18][N:19]=[C:11]2[C:10]=1[N+:20]([O-])=O)(=[O:3])[CH3:2].